From a dataset of Forward reaction prediction with 1.9M reactions from USPTO patents (1976-2016). Predict the product of the given reaction. Given the reactants [CH3:1][O:2][C:3]([NH:5][C@@H:6]([CH2:11]/[C:12](/[NH:19][C:20]([O:22][CH3:23])=[O:21])=[CH:13]/[NH:14][C:15]([O:17][CH3:18])=[O:16])[C:7]([O:9][CH3:10])=[O:8])=[O:4], predict the reaction product. The product is: [CH3:1][O:2][C:3]([NH:5][C@@H:6]([CH2:11][CH:12]([NH:19][C:20]([O:22][CH3:23])=[O:21])[CH2:13][NH:14][C:15]([O:17][CH3:18])=[O:16])[C:7]([O:9][CH3:10])=[O:8])=[O:4].